Dataset: Peptide-MHC class I binding affinity with 185,985 pairs from IEDB/IMGT. Task: Regression. Given a peptide amino acid sequence and an MHC pseudo amino acid sequence, predict their binding affinity value. This is MHC class I binding data. (1) The peptide sequence is QRESREKPY. The MHC is Mamu-B17 with pseudo-sequence Mamu-B17. The binding affinity (normalized) is 0.170. (2) The peptide sequence is KYFDDVTAF. The MHC is HLA-B58:01 with pseudo-sequence HLA-B58:01. The binding affinity (normalized) is 0.0847. (3) The peptide sequence is IYTTNDNNY. The MHC is HLA-A30:01 with pseudo-sequence HLA-A30:01. The binding affinity (normalized) is 0.0847. (4) The peptide sequence is KRHSTKYHL. The MHC is HLA-A30:02 with pseudo-sequence HLA-A30:02. The binding affinity (normalized) is 0.0374. (5) The peptide sequence is FQWHEAMFL. The binding affinity (normalized) is 0.0847. The MHC is HLA-B15:17 with pseudo-sequence HLA-B15:17.